This data is from Full USPTO retrosynthesis dataset with 1.9M reactions from patents (1976-2016). The task is: Predict the reactants needed to synthesize the given product. (1) Given the product [NH2:1][C:2]1[C:3]([C:7]([NH:13][CH2:9][CH:10]([CH3:12])[CH3:11])=[NH:8])=[N:4][O:5][N:6]=1, predict the reactants needed to synthesize it. The reactants are: [NH2:1][C:2]1[C:3]([C:7]#[N:8])=[N:4][O:5][N:6]=1.[CH2:9]([NH2:13])[CH:10]([CH3:12])[CH3:11].[Al+3].[Cl-].[Cl-].[Cl-]. (2) Given the product [Br:1][C:2]1[CH:7]=[C:6]([Cl:8])[C:5]([O:9][Si:16]([C:19]([CH3:22])([CH3:21])[CH3:20])([CH3:18])[CH3:17])=[C:4]([Cl:10])[CH:3]=1, predict the reactants needed to synthesize it. The reactants are: [Br:1][C:2]1[CH:7]=[C:6]([Cl:8])[C:5]([OH:9])=[C:4]([Cl:10])[CH:3]=1.CN(C=O)C.[Si:16](Cl)([C:19]([CH3:22])([CH3:21])[CH3:20])([CH3:18])[CH3:17]. (3) Given the product [F:27][C:24]1[CH:25]=[CH:26][C:21]([CH2:20][C:17]2[N:16]=[C:15]([C:14]3[N:13]=[C:12]([N:28]4[CH2:29][CH2:30][O:31][CH2:32][CH2:33]4)[N:11]([CH3:34])[C:10](=[O:35])[C:9]=3[OH:8])[O:19][N:18]=2)=[CH:22][CH:23]=1, predict the reactants needed to synthesize it. The reactants are: C([O:8][C:9]1[C:10](=[O:35])[N:11]([CH3:34])[C:12]([N:28]2[CH2:33][CH2:32][O:31][CH2:30][CH2:29]2)=[N:13][C:14]=1[C:15]1[O:19][N:18]=[C:17]([CH2:20][C:21]2[CH:26]=[CH:25][C:24]([F:27])=[CH:23][CH:22]=2)[N:16]=1)C1C=CC=CC=1. (4) The reactants are: F[C:2]1[CH:7]=[N:6][CH:5]=[CH:4][N:3]=1.[CH:8]1([C:11]#[N:12])[CH2:10][CH2:9]1.C[Si]([N-][Si](C)(C)C)(C)C.[K+]. Given the product [N:3]1[CH:4]=[CH:5][N:6]=[CH:7][C:2]=1[C:8]1([C:11]#[N:12])[CH2:10][CH2:9]1, predict the reactants needed to synthesize it. (5) Given the product [C:1]([C:3](=[C:15]([C:16]1[CH:21]=[CH:20][CH:19]=[CH:18][CH:17]=1)[C:23]1[CH:28]=[CH:27][CH:26]=[CH:25][CH:24]=1)[C:4]([O:6][CH2:7][CH:8]([CH2:13][CH3:14])[CH2:9][CH2:10][CH2:11][CH3:12])=[O:5])#[N:2], predict the reactants needed to synthesize it. The reactants are: [C:1]([CH2:3][C:4]([O:6][CH2:7][CH:8]([CH2:13][CH3:14])[CH2:9][CH2:10][CH2:11][CH3:12])=[O:5])#[N:2].[C:15]([C:23]1[CH:28]=[CH:27][CH:26]=[CH:25][CH:24]=1)(=O)[C:16]1[CH:21]=[CH:20][CH:19]=[CH:18][CH:17]=1.C([O-])(=O)C.[NH4+].C(O)(=O)CC. (6) The reactants are: Br[C:2]1[CH:10]=[CH:9][C:5]([C:6]([OH:8])=[O:7])=[CH:4][C:3]=1[O:11][CH2:12][CH3:13].[B:14]1([B:14]2[O:18][C:17]([CH3:20])([CH3:19])[C:16]([CH3:22])([CH3:21])[O:15]2)[O:18][C:17]([CH3:20])([CH3:19])[C:16]([CH3:22])([CH3:21])[O:15]1.C([O-])(=O)C.[K+]. Given the product [CH2:12]([O:11][C:3]1[CH:4]=[C:5]([CH:9]=[CH:10][C:2]=1[B:14]1[O:18][C:17]([CH3:20])([CH3:19])[C:16]([CH3:22])([CH3:21])[O:15]1)[C:6]([OH:8])=[O:7])[CH3:13], predict the reactants needed to synthesize it.